From a dataset of Full USPTO retrosynthesis dataset with 1.9M reactions from patents (1976-2016). Predict the reactants needed to synthesize the given product. (1) Given the product [CH3:14][S:15]([O:18][CH:3]1[CH2:4][C:6]2([CH2:9][CH2:8][CH2:7]2)[O:10][CH2:1][CH2:2]1)(=[O:17])=[O:16], predict the reactants needed to synthesize it. The reactants are: [CH2:1](O)[CH2:2][CH:3]=[CH2:4].[C:6]1(=[O:10])[CH2:9][CH2:8][CH2:7]1.C(Cl)Cl.[CH3:14][S:15]([OH:18])(=[O:17])=[O:16]. (2) The reactants are: [Cl:1][C:2]1[CH:7]=[CH:6][N:5]2[C:8](I)=[C:9]([CH2:11][CH3:12])[N:10]=[C:4]2[CH:3]=1.[F:14][C:15]1[CH:16]=[CH:17][C:18]2=[C:19]([CH:35]=1)[O:20][CH2:21][C:22]1[CH:32]=[C:31]([CH:33]=[O:34])[CH:30]=[CH:29][C:23]=1/[C:24]/2=[C:25](/[CH3:28])\[C:26]#[N:27]. Given the product [F:14][C:15]1[CH:16]=[CH:17][C:18]2=[C:19]([CH:35]=1)[O:20][CH2:21][C:22]1[CH:32]=[C:31]([CH:33]([C:8]3[N:5]4[CH:6]=[CH:7][C:2]([Cl:1])=[CH:3][C:4]4=[N:10][C:9]=3[CH2:11][CH3:12])[OH:34])[CH:30]=[CH:29][C:23]=1/[C:24]/2=[C:25](/[CH3:28])\[C:26]#[N:27], predict the reactants needed to synthesize it. (3) Given the product [F:26][C:27]1[CH:32]=[C:31]([F:33])[CH:30]=[CH:29][C:28]=1[CH:34]([C:36]1[CH:41]=[CH:40][C:39]([F:42])=[CH:38][CH:37]=1)[C:13]1[C:21]2[C:16](=[C:17]([CH2:23][S:24][CH3:25])[CH:18]=[CH:19][CH:20]=2)[NH:15][CH:14]=1, predict the reactants needed to synthesize it. The reactants are: ClC1C=C(Cl)C=CC=1C([C:13]1[C:21]2[C:16](=[C:17]([CH2:23][S:24][CH3:25])[CH:18]=[C:19](F)[CH:20]=2)[NH:15][CH:14]=1)CCO.[F:26][C:27]1[CH:32]=[C:31]([F:33])[CH:30]=[CH:29][C:28]=1[CH:34]([C:36]1[CH:41]=[CH:40][C:39]([F:42])=[CH:38][CH:37]=1)O.FC1C=CC(C(C2C=CC(F)=CC=2)C2C3C(=C(CSC)C=CC=3)NC=2)=C(C)C=1.